This data is from Forward reaction prediction with 1.9M reactions from USPTO patents (1976-2016). The task is: Predict the product of the given reaction. (1) Given the reactants [ClH:1].C(OC(=O)[NH:8][CH:9]([CH2:12][C:13]1[CH:18]=[CH:17][C:16]([O:19][CH2:20][C:21]2[CH:26]=[CH:25][CH:24]=[CH:23][CH:22]=2)=[CH:15][CH:14]=1)[CH2:10][OH:11])(C)(C)C, predict the reaction product. The product is: [ClH:1].[NH2:8][CH:9]([CH2:12][C:13]1[CH:18]=[CH:17][C:16]([O:19][CH2:20][C:21]2[CH:26]=[CH:25][CH:24]=[CH:23][CH:22]=2)=[CH:15][CH:14]=1)[CH2:10][OH:11]. (2) Given the reactants CN(C1C(C2C(P(C3CCCCC3)C3CCCCC3)=CC=CC=2)=CC=CC=1)C.[C:29]([N:32]1[C:41]2[C:36](=[CH:37][C:38]([N:42]3[CH2:47][CH2:46][N:45]([C:48]([O:50][C:51]([CH3:54])([CH3:53])[CH3:52])=[O:49])[C@@H:44]([CH3:55])[CH2:43]3)=[CH:39][CH:40]=2)[C@H:35]([NH2:56])[C@@H:34]([CH3:57])[C@@H:33]1[CH:58]1[CH2:60][CH2:59]1)(=[O:31])[CH3:30].Br[C:62]1[CH:67]=[CH:66][C:65]([F:68])=[CH:64][N:63]=1.CC(C)([O-])C.[Na+], predict the reaction product. The product is: [C:29]([N:32]1[C:41]2[C:36](=[CH:37][C:38]([N:42]3[CH2:47][CH2:46][N:45]([C:48]([O:50][C:51]([CH3:54])([CH3:52])[CH3:53])=[O:49])[C@@H:44]([CH3:55])[CH2:43]3)=[CH:39][CH:40]=2)[C@H:35]([NH:56][C:62]2[CH:67]=[CH:66][C:65]([F:68])=[CH:64][N:63]=2)[C@@H:34]([CH3:57])[C@@H:33]1[CH:58]1[CH2:59][CH2:60]1)(=[O:31])[CH3:30]. (3) Given the reactants [N+:1]([C:4]1[CH:9]=[CH:8][C:7]([CH2:10][CH2:11][OH:12])=[CH:6][CH:5]=1)([O-:3])=[O:2].C1N2CCN(CC2)C1.[N+:21]([C:24]1[CH:29]=[CH:28][C:27]([S:30](Cl)(=[O:32])=[O:31])=[CH:26][CH:25]=1)([O-:23])=[O:22].O, predict the reaction product. The product is: [N+:1]([C:4]1[CH:5]=[CH:6][C:7]([CH2:10][CH2:11][O:12][S:30]([C:27]2[CH:26]=[CH:25][C:24]([N+:21]([O-:23])=[O:22])=[CH:29][CH:28]=2)(=[O:31])=[O:32])=[CH:8][CH:9]=1)([O-:3])=[O:2].